This data is from Full USPTO retrosynthesis dataset with 1.9M reactions from patents (1976-2016). The task is: Predict the reactants needed to synthesize the given product. (1) Given the product [CH:15]1([O:14][C:7]2[C:8]([O:12][CH3:13])=[CH:9][CH:10]=[C:11]3[C:6]=2[NH:5][C:4](=[O:20])[CH:3]=[C:2]3[NH:1][C:29]2[C:28]([Cl:31])=[CH:27][N:26]=[CH:25][C:24]=2[Cl:23])[CH2:19][CH2:18][CH2:17][CH2:16]1, predict the reactants needed to synthesize it. The reactants are: [NH2:1][C:2]1[C:11]2[C:6](=[C:7]([O:14][CH:15]3[CH2:19][CH2:18][CH2:17][CH2:16]3)[C:8]([O:12][CH3:13])=[CH:9][CH:10]=2)[NH:5][C:4](=[O:20])[CH:3]=1.[H-].[Na+].[Cl:23][C:24]1[CH:25]=[N:26][CH:27]=[C:28]([Cl:31])[C:29]=1Cl.OP([O-])(O)=O.[K+]. (2) Given the product [CH3:16][O:17][C:18]1[CH:25]=[CH:24][C:21]([CH2:22][O:23][C:3]2[CH:2]=[CH:7][N:6]=[C:5]([C:8]#[N:9])[CH:4]=2)=[CH:20][CH:19]=1, predict the reactants needed to synthesize it. The reactants are: Br[C:2]1[CH:3]=[CH:4][C:5]([C:8]#[N:9])=[N:6][CH:7]=1.C(=O)([O-])[O-].[Cs+].[Cs+].[CH3:16][O:17][C:18]1[CH:25]=[CH:24][C:21]([CH2:22][OH:23])=[CH:20][CH:19]=1.N1C2C(=CC=C3C=2N=CC=C3)C=CC=1. (3) Given the product [Cl:31][C:20]1[C:21]([C:23]2[C:28]([Cl:29])=[CH:27][N:26]=[C:25]([F:30])[CH:24]=2)=[N:22][C:17]([NH:7][CH2:8][CH:9]2[CH2:14][CH2:13][O:12][C:11]([CH3:15])([CH3:16])[CH2:10]2)=[CH:18][CH:19]=1, predict the reactants needed to synthesize it. The reactants are: C(OC(=O)[N:7]([C:17]1[N:22]=[C:21]([C:23]2[C:28]([Cl:29])=[CH:27][N:26]=[C:25]([F:30])[CH:24]=2)[C:20]([Cl:31])=[CH:19][CH:18]=1)[CH2:8][CH:9]1[CH2:14][CH2:13][O:12][C:11]([CH3:16])([CH3:15])[CH2:10]1)(C)(C)C.FC(F)(F)C(O)=O. (4) Given the product [CH3:12][C:5]1[C:6]([C:9]([OH:11])=[O:10])=[N:7][CH:8]=[C:3]([O:2][CH2:1][C:14]([F:18])([F:17])[F:13])[N:4]=1, predict the reactants needed to synthesize it. The reactants are: [CH3:1][O:2][C:3]1[N:4]=[C:5]([CH3:12])[C:6]([C:9]([OH:11])=[O:10])=[N:7][CH:8]=1.[F:13][C:14]([F:18])([F:17])CO. (5) The reactants are: S1[C:5]2[CH:6]=[C:7]([NH:10][C:11]3[CH:16]=[C:15]([NH:17][CH:18]([CH3:20])[CH3:19])[C:14]([C:21]4[O:22][C:23]([NH:26][CH2:27][CH2:28][CH2:29][O:30][Si](C(C)(C)C)(C)C)=[N:24][N:25]=4)=[CH:13][N:12]=3)[CH:8]=[CH:9][C:4]=2N=C1.CCC[CH2:41][N+:42](CCCC)(CCCC)CCCC.[F-]. Given the product [OH:30][CH2:29][CH2:28][CH2:27][NH:26][C:23]1[O:22][C:21]([C:14]2[C:15]([NH:17][CH:18]([CH3:20])[CH3:19])=[CH:16][C:11]([NH:10][C:7]3[CH:6]=[CH:5][C:4]([C:41]#[N:42])=[CH:9][CH:8]=3)=[N:12][CH:13]=2)=[N:25][N:24]=1, predict the reactants needed to synthesize it. (6) Given the product [CH2:3]([N:10]1[CH2:19][CH2:18][C:17]2[NH:16][C:15](=[O:20])[CH:14]=[CH:13][C:12]=2[CH2:11]1)[C:4]1[CH:5]=[CH:6][CH:7]=[CH:8][CH:9]=1, predict the reactants needed to synthesize it. The reactants are: BrBr.[CH2:3]([N:10]1[CH2:19][CH2:18][C:17]2[NH:16][C:15](=[O:20])[CH2:14][CH2:13][C:12]=2[CH2:11]1)[C:4]1[CH:9]=[CH:8][CH:7]=[CH:6][CH:5]=1. (7) Given the product [I:12][C:7]1[CH:8]=[C:9]2[C:4](=[CH:5][CH:6]=1)[N:3]1[CH2:13][CH2:15][N:16]=[C:2]1[CH:11]=[CH:10]2, predict the reactants needed to synthesize it. The reactants are: Cl[C:2]1[CH:11]=[CH:10][C:9]2[C:4](=[CH:5][CH:6]=[C:7]([I:12])[CH:8]=2)[N:3]=1.[CH2:13]([CH2:15][NH2:16])O.S(Cl)(Cl)=O.